Task: Predict the reactants needed to synthesize the given product.. Dataset: Full USPTO retrosynthesis dataset with 1.9M reactions from patents (1976-2016) (1) Given the product [C:1]([CH:2]=[C:22]1[CH2:27][CH2:26][N:25]([C:28]2[CH:33]=[CH:32][C:31]([N:34]3[CH2:38][C@@H:37]([CH2:39][N:40]=[N+:41]=[N-:42])[O:36][C:35]3=[O:43])=[CH:30][CH:29]=2)[CH2:24][CH2:23]1)#[N:3], predict the reactants needed to synthesize it. The reactants are: [CH2:1]([N:3](CC)CC)[CH3:2].[Br-].[Li+].C(OP(CC#N)(=O)OCC)C.O=[C:22]1[CH2:27][CH2:26][N:25]([C:28]2[CH:33]=[CH:32][C:31]([N:34]3[CH2:38][C@@H:37]([CH2:39][N:40]=[N+:41]=[N-:42])[O:36][C:35]3=[O:43])=[CH:30][CH:29]=2)[CH2:24][CH2:23]1. (2) Given the product [O:1]1[CH2:6][CH2:5][CH:4]([C:7]2[CH:12]=[CH:11][N:10]=[C:9]([CH2:13][C:14]([NH2:18])=[O:16])[CH:8]=2)[CH2:3][CH2:2]1, predict the reactants needed to synthesize it. The reactants are: [O:1]1[CH2:6][CH2:5][CH:4]([C:7]2[CH:12]=[CH:11][N:10]=[C:9]([CH2:13][C:14]([O:16]C)=O)[CH:8]=2)[CH2:3][CH2:2]1.[NH3:18].CO. (3) Given the product [Br:1][C:2]1[CH:7]=[CH:6][C:5]([NH:8][C:9]2[CH:20]=[N+:19]([O-:30])[CH:18]=[CH:17][C:10]=2[C:11]([NH:13][O:14][CH2:15][CH3:16])=[O:12])=[C:4]([CH3:21])[CH:3]=1, predict the reactants needed to synthesize it. The reactants are: [Br:1][C:2]1[CH:7]=[CH:6][C:5]([NH:8][C:9]2[CH:20]=[N:19][CH:18]=[CH:17][C:10]=2[C:11]([NH:13][O:14][CH2:15][CH3:16])=[O:12])=[C:4]([CH3:21])[CH:3]=1.ClC1C=CC=C(C(OO)=[O:30])C=1. (4) Given the product [Br:1][C:2]1[CH:7]=[CH:6][C:5]([C:8]([OH:10])=[O:22])=[N:4][C:3]=1[Cl:21], predict the reactants needed to synthesize it. The reactants are: [Br:1][C:2]1[C:3](Cl)=[N:4][C:5]([CH3:8])=[CH:6][CH:7]=1.[O-:10][Mn](=O)(=O)=O.[K+].OS([O-])=O.[Na+].[ClH:21].[OH-:22].[Na+].